Predict the reactants needed to synthesize the given product. From a dataset of Full USPTO retrosynthesis dataset with 1.9M reactions from patents (1976-2016). (1) Given the product [NH2:23][S:20]([C:17]1[CH:16]=[CH:15][C:14]([N:5]2[C:6]([C:8]3[CH:13]=[CH:12][CH:11]=[CH:10][CH:9]=3)=[CH:7][C:3]([CH:1]=[C:26]([C:24]#[N:25])[C:27]([O:29][CH2:30][CH3:31])=[O:28])=[N:4]2)=[CH:19][CH:18]=1)(=[O:21])=[O:22], predict the reactants needed to synthesize it. The reactants are: [CH:1]([C:3]1[CH:7]=[C:6]([C:8]2[CH:13]=[CH:12][CH:11]=[CH:10][CH:9]=2)[N:5]([C:14]2[CH:19]=[CH:18][C:17]([S:20]([NH2:23])(=[O:22])=[O:21])=[CH:16][CH:15]=2)[N:4]=1)=O.[C:24]([CH2:26][C:27]([O:29][CH2:30][CH3:31])=[O:28])#[N:25].C([O-])(=O)C.[NH4+].C(O)(=O)C. (2) The reactants are: [OH:1][CH2:2][CH2:3][CH2:4][CH2:5][CH2:6][CH2:7][CH2:8][CH2:9][C:10]([O:12][CH3:13])=[O:11].N1C=CC=CC=1.ClCCl.[CH3:23][S:24](Cl)(=[O:26])=[O:25]. Given the product [CH3:23][S:24]([O:1][CH2:2][CH2:3][CH2:4][CH2:5][CH2:6][CH2:7][CH2:8][CH2:9][C:10]([O:12][CH3:13])=[O:11])(=[O:26])=[O:25], predict the reactants needed to synthesize it. (3) Given the product [I:29][C:3]1[C:2]([OH:1])=[CH:11][CH:10]=[C:9]2[C:4]=1[CH:5]=[CH:6][N:7]=[CH:8]2, predict the reactants needed to synthesize it. The reactants are: [OH:1][C:2]1[CH:3]=[C:4]2[C:9](=[CH:10][CH:11]=1)[CH:8]=[N:7][CH:6]=[CH:5]2.[B-](F)(F)(F)F.C1C=CN=CC=1.C1C=CN=CC=1.[IH2+:29].FC(F)(F)S(O)(=O)=O. (4) Given the product [CH2:48]([O:50][C:51](=[O:60])[CH2:52][C:53]1[CH:54]=[CH:55][C:56]([NH:59][C:17]([C:14]2([CH2:20][CH2:21][O:22][CH3:23])[CH2:13][CH2:12][N:11]([S:8]([C:3]3[CH:4]=[CH:5][CH:6]=[CH:7][C:2]=3[Cl:1])(=[O:9])=[O:10])[CH2:16][CH2:15]2)=[O:18])=[CH:57][CH:58]=1)[CH3:49], predict the reactants needed to synthesize it. The reactants are: [Cl:1][C:2]1[CH:7]=[CH:6][CH:5]=[CH:4][C:3]=1[S:8]([N:11]1[CH2:16][CH2:15][C:14]([CH2:20][CH2:21][O:22][CH3:23])([C:17](O)=[O:18])[CH2:13][CH2:12]1)(=[O:10])=[O:9].F[P-](F)(F)(F)(F)F.N1(OC(N(C)C)=[N+](C)C)C2N=CC=CC=2N=N1.[CH2:48]([O:50][C:51](=[O:60])[CH2:52][C:53]1[CH:58]=[CH:57][C:56]([NH2:59])=[CH:55][CH:54]=1)[CH3:49].CN1CCOCC1. (5) Given the product [O:18]1[CH2:19][CH2:20][N:15]([C:8]2[CH:9]=[CH:10][C:11]([N+:12]([O-:14])=[O:13])=[C:6]([CH:7]=2)[CH:2]=[O:1])[CH2:16][CH2:17]1, predict the reactants needed to synthesize it. The reactants are: [O:1]1CCO[CH:2]1[C:6]1[CH:7]=[C:8]([N:15]2[CH2:20][CH2:19][O:18][CH2:17][CH2:16]2)[CH:9]=[CH:10][C:11]=1[N+:12]([O-:14])=[O:13].C1(C)C=CC(S(O)(=O)=O)=CC=1.C(OCC)(=O)C. (6) Given the product [F:15][C:12]1([F:16])[CH2:11][C@:10]([CH3:20])([C:17]([OH:19])=[O:18])[C@H:9]([OH:8])[CH2:14][CH2:13]1, predict the reactants needed to synthesize it. The reactants are: C([O:8][C@@H:9]1[CH2:14][CH2:13][C:12]([F:16])([F:15])[CH2:11][C@:10]1([CH3:20])[C:17]([OH:19])=[O:18])C1C=CC=CC=1.